Task: Predict which catalyst facilitates the given reaction.. Dataset: Catalyst prediction with 721,799 reactions and 888 catalyst types from USPTO Reactant: [NH2:1][C:2]1[S:3][C:4]2[C:9]([N:10]=1)=[CH:8][CH:7]=[C:6]([O:11][C:12]1[CH:13]=[C:14]([NH:19][C:20](=[O:26])[O:21]C(C)(C)C)[CH:15]=[CH:16][C:17]=1[CH3:18])[N:5]=2.[CH:27]1([C:30](Cl)=[O:31])[CH2:29][CH2:28]1.C(=O)([O-])[O-].[Na+].[Na+]. Product: [CH:27]1([C:30]([NH:1][C:2]2[S:3][C:4]3[C:9]([N:10]=2)=[CH:8][CH:7]=[C:6]([O:11][C:12]2[CH:13]=[C:14]([NH:19][C:20](=[O:26])[O:21][CH2:6][CH2:7][CH2:8][CH3:9])[CH:15]=[CH:16][C:17]=2[CH3:18])[N:5]=3)=[O:31])[CH2:29][CH2:28]1. The catalyst class is: 858.